From a dataset of Experimental lipophilicity measurements (octanol/water distribution) for 4,200 compounds from AstraZeneca. Regression/Classification. Given a drug SMILES string, predict its absorption, distribution, metabolism, or excretion properties. Task type varies by dataset: regression for continuous measurements (e.g., permeability, clearance, half-life) or binary classification for categorical outcomes (e.g., BBB penetration, CYP inhibition). For this dataset (lipophilicity_astrazeneca), we predict Y. (1) The compound is CCCS(=O)(=O)N1N=Cc2cc(Cl)ccc2B1O. The Y is -0.400 logD. (2) The Y is 3.22 logD. The drug is Cc1cc(Cl)ccc1N1CCN(C(=O)COCc2ccncc2)CC1. (3) The molecule is Cc1cc(Nc2ncc(F)c(N[C@H]3[C@@H](C(N)=O)[C@@H]4C=C[C@H]3C4)n2)ccc1N1CCN(C)CC1. The Y is 2.90 logD.